Dataset: NCI-60 drug combinations with 297,098 pairs across 59 cell lines. Task: Regression. Given two drug SMILES strings and cell line genomic features, predict the synergy score measuring deviation from expected non-interaction effect. (1) Drug 1: CNC(=O)C1=CC=CC=C1SC2=CC3=C(C=C2)C(=NN3)C=CC4=CC=CC=N4. Drug 2: CC(C)NC(=O)C1=CC=C(C=C1)CNNC.Cl. Cell line: SK-MEL-5. Synergy scores: CSS=-10.7, Synergy_ZIP=4.18, Synergy_Bliss=-2.90, Synergy_Loewe=-10.9, Synergy_HSA=-9.99. (2) Drug 1: CC1=C(C=C(C=C1)NC(=O)C2=CC=C(C=C2)CN3CCN(CC3)C)NC4=NC=CC(=N4)C5=CN=CC=C5. Drug 2: CNC(=O)C1=NC=CC(=C1)OC2=CC=C(C=C2)NC(=O)NC3=CC(=C(C=C3)Cl)C(F)(F)F. Cell line: HCT-15. Synergy scores: CSS=1.76, Synergy_ZIP=2.34, Synergy_Bliss=3.40, Synergy_Loewe=1.59, Synergy_HSA=-0.466. (3) Drug 1: C1CCC(CC1)NC(=O)N(CCCl)N=O. Drug 2: C1=CC(=CC=C1CC(C(=O)O)N)N(CCCl)CCCl.Cl. Cell line: UO-31. Synergy scores: CSS=18.0, Synergy_ZIP=-1.86, Synergy_Bliss=3.83, Synergy_Loewe=4.72, Synergy_HSA=4.77.